From a dataset of Cav3 T-type calcium channel HTS with 100,875 compounds. Binary Classification. Given a drug SMILES string, predict its activity (active/inactive) in a high-throughput screening assay against a specified biological target. The drug is Clc1c(OCCCCN2C(=O)C(NC2=O)(C)C)ccc2c1cccc2. The result is 0 (inactive).